From a dataset of Reaction yield outcomes from USPTO patents with 853,638 reactions. Predict the reaction yield, written as a fraction of the theoretical maximum amount of product (1.0 means a 100% yield; for example, 0.34 means a 34% yield). (1) The product is [F:52][C:53]1[CH:54]=[C:55]([C:62]2[CH:63]=[CH:64][CH:65]=[CH:66][CH:67]=2)[CH:56]=[CH:57][C:27]=1[C:25]([NH:24][C:4]1[CH:5]=[CH:6][C:7]([O:8][C:9]2[CH:14]=[CH:13][N:12]=[C:11]3[CH:15]=[C:16]([C:18]4[N:19]([CH3:23])[CH:20]=[CH:21][N:22]=4)[S:17][C:10]=23)=[C:2]([F:1])[CH:3]=1)=[O:26]. The reactants are [F:1][C:2]1[CH:3]=[C:4]([NH:24][C:25]([C:27]2SC(C3C=CC=CC=3)=CN=2)=[O:26])[CH:5]=[CH:6][C:7]=1[O:8][C:9]1[CH:14]=[CH:13][N:12]=[C:11]2[CH:15]=[C:16]([C:18]3[N:19]([CH3:23])[CH:20]=[CH:21][N:22]=3)[S:17][C:10]=12.C1(C2SC(C(Cl)=O)=NC=2)C=CC=CC=1.[F:52][C:53]1[CH:54]=[C:55]([C:62]2[CH:67]=[CH:66][CH:65]=[CH:64][CH:63]=2)[CH:56]=[CH:57]C=1C(Cl)=O. The yield is 0.220. No catalyst specified. (2) No catalyst specified. The product is [F:1][C:2]([F:15])([F:14])[S:3]([O:6][C:17]1[CH:26]=[CH:25][C:24]2[C:19](=[CH:20][CH:21]=[C:22]([C@:27]3([CH3:33])[CH2:31][O:30][C:29](=[O:32])[NH:28]3)[CH:23]=2)[CH:18]=1)(=[O:5])=[O:4]. The yield is 0.880. The reactants are [F:1][C:2]([F:15])([F:14])[S:3]([O:6]S(C(F)(F)F)(=O)=O)(=[O:5])=[O:4].O[C:17]1[CH:18]=[C:19]2[C:24](=[CH:25][CH:26]=1)[CH:23]=[C:22]([C@:27]1([CH3:33])[CH2:31][O:30][C:29](=[O:32])[NH:28]1)[CH:21]=[CH:20]2.N1C=CC=CC=1.C(Cl)Cl. (3) The reactants are [C:1]([O:5][C:6]([N:8]1[CH2:13][CH2:12][CH2:11][CH2:10][CH:9]1[CH2:14][CH2:15][CH2:16][OH:17])=[O:7])([CH3:4])([CH3:3])[CH3:2].C[N+]1([O-])CCOCC1. The product is [C:1]([O:5][C:6]([N:8]1[CH2:13][CH2:12][CH2:11][CH2:10][CH:9]1[CH2:14][CH2:15][CH:16]=[O:17])=[O:7])([CH3:4])([CH3:3])[CH3:2]. The yield is 0.860. The catalyst is C(Cl)Cl.[Ru]([O-])(=O)(=O)=O.C([N+](CCC)(CCC)CCC)CC. (4) The reactants are Cl[C:2]1[N:7]=[C:6]([S:8][CH3:9])[N:5]=[C:4]([C:10]2[CH:11]([NH2:19])[NH:12][N:13]3[CH:18]=[CH:17][CH:16]=[N:15][C:14]=23)[CH:3]=1.[F:20][C:21]1[CH:26]=[C:25]([F:27])[CH:24]=[CH:23][C:22]=1[C@@H:28]([NH2:30])[CH3:29]. The catalyst is CN1C(=O)CCC1. The product is [F:20][C:21]1[CH:26]=[C:25]([F:27])[CH:24]=[CH:23][C:22]=1[C@@H:28]([NH:30][C:2]1[N:7]=[C:6]([S:8][CH3:9])[N:5]=[C:4]([C:10]2[C:11]([NH2:19])=[N:12][N:13]3[CH:18]=[CH:17][CH:16]=[N:15][C:14]=23)[CH:3]=1)[CH3:29]. The yield is 0.194.